From a dataset of Reaction yield outcomes from USPTO patents with 853,638 reactions. Predict the reaction yield, written as a fraction of the theoretical maximum amount of product (1.0 means a 100% yield; for example, 0.34 means a 34% yield). (1) The reactants are Cl[C:2]1[C:7]2[C:8](=[O:24])[N:9]([CH2:13][C:14]3[CH:19]=[CH:18][C:17]([O:20][CH3:21])=[CH:16][C:15]=3[O:22][CH3:23])[C:10]([CH3:12])([CH3:11])[C:6]=2[C:5]([F:25])=[C:4]([NH:26][C@@H:27]2[CH2:32][CH2:31][CH2:30][CH2:29][C@@H:28]2[NH:33][C:34](=[O:40])[O:35][C:36]([CH3:39])([CH3:38])[CH3:37])[N:3]=1.C([O-])([O-])=O.[Na+].[Na+].[CH3:47][N:48]1[CH:52]=[C:51](B2OC(C)(C)C(C)(C)O2)[CH:50]=[N:49]1. The catalyst is Cl[Pd](Cl)([P](C1C=CC=CC=1)(C1C=CC=CC=1)C1C=CC=CC=1)[P](C1C=CC=CC=1)(C1C=CC=CC=1)C1C=CC=CC=1.CN(C=O)C. The product is [CH3:23][O:22][C:15]1[CH:16]=[C:17]([O:20][CH3:21])[CH:18]=[CH:19][C:14]=1[CH2:13][N:9]1[C:10]([CH3:12])([CH3:11])[C:6]2[C:5]([F:25])=[C:4]([NH:26][C@@H:27]3[CH2:32][CH2:31][CH2:30][CH2:29][C@@H:28]3[NH:33][C:34](=[O:40])[O:35][C:36]([CH3:38])([CH3:39])[CH3:37])[N:3]=[C:2]([C:51]3[CH:50]=[N:49][N:48]([CH3:47])[CH:52]=3)[C:7]=2[C:8]1=[O:24]. The yield is 0.180. (2) The reactants are C(OC([N:8]1[CH2:12][C:11]([F:14])([F:13])[CH2:10][CH:9]1[C:15]1[NH:16][C:17]([C:20]2[CH:25]=[CH:24][C:23]([C:26]3[CH:35]=[CH:34][C:33]4[C:28](=[CH:29][CH:30]=[C:31]([C:36]5[NH:37][C:38]([CH:41]6[CH2:45][CH2:44][CH2:43][N:42]6[C:46]([O:48][CH2:49][C:50]6[CH:55]=[CH:54][CH:53]=[CH:52][CH:51]=6)=[O:47])=[N:39][CH:40]=5)[CH:32]=4)[CH:27]=3)=[CH:22][CH:21]=2)=[CH:18][N:19]=1)=O)(C)(C)C.Cl.[CH3:57][O:58][C:59]([NH:61][CH:62]([CH:66]1[CH2:71][CH2:70][O:69][CH2:68][CH2:67]1)[C:63]([OH:65])=O)=[O:60].CN(C(ON1N=NC2C=CC=NC1=2)=[N+](C)C)C.F[P-](F)(F)(F)(F)F.CCN(C(C)C)C(C)C. The catalyst is C(Cl)Cl.CO. The product is [CH2:49]([O:48][C:46]([N:42]1[CH2:43][CH2:44][CH2:45][CH:41]1[C:38]1[NH:37][C:36]([C:31]2[CH:30]=[CH:29][C:28]3[C:33](=[CH:34][CH:35]=[C:26]([C:23]4[CH:24]=[CH:25][C:20]([C:17]5[NH:16][C:15]([CH:9]6[CH2:10][C:11]([F:14])([F:13])[CH2:12][N:8]6[C:63](=[O:65])[CH:62]([NH:61][C:59]([O:58][CH3:57])=[O:60])[CH:66]6[CH2:71][CH2:70][O:69][CH2:68][CH2:67]6)=[N:19][CH:18]=5)=[CH:21][CH:22]=4)[CH:27]=3)[CH:32]=2)=[CH:40][N:39]=1)=[O:47])[C:50]1[CH:55]=[CH:54][CH:53]=[CH:52][CH:51]=1. The yield is 0.460. (3) The reactants are [CH2:1]([C@@H:8]1[C@@H:16]([O:17][Si](C(C)C)(C(C)C)C(C)C)[C@H:15]([CH3:28])[O:14][C:13](=[O:29])[C@@H:12]([N:30]([C:38]([O:40][C:41]([CH3:44])([CH3:43])[CH3:42])=[O:39])[C:31](=[O:37])[O:32][C:33]([CH3:36])([CH3:35])[CH3:34])[CH2:11][O:10][CH2:9]1)[C:2]1[CH:7]=[CH:6][CH:5]=[CH:4][CH:3]=1.[F-].C([N+](CCCC)(CCCC)CCCC)CCC.[Cl-].[Na+]. The catalyst is C1COCC1. The product is [CH2:1]([C@@H:8]1[C@@H:16]([OH:17])[C@H:15]([CH3:28])[O:14][C:13](=[O:29])[C@@H:12]([N:30]([C:31]([O:32][C:33]([CH3:34])([CH3:36])[CH3:35])=[O:37])[C:38](=[O:39])[O:40][C:41]([CH3:44])([CH3:42])[CH3:43])[CH2:11][O:10][CH2:9]1)[C:2]1[CH:3]=[CH:4][CH:5]=[CH:6][CH:7]=1. The yield is 0.724. (4) The reactants are [CH3:1][O:2][C:3]1[CH:4]=[C:5]2[C:10](=[CH:11][C:12]=1[O:13][CH3:14])[N:9]=[CH:8][CH:7]=[C:6]2[O:15][C:16]1[CH:22]=[CH:21][C:19]([NH2:20])=[CH:18][CH:17]=1.C(N(CC)CC)C.ClC(Cl)(O[C:34](=[O:40])OC(Cl)(Cl)Cl)Cl.[N:42]1([CH2:47][CH2:48][NH2:49])[CH2:46][CH2:45][CH2:44][CH2:43]1. The catalyst is C(Cl)(Cl)Cl.O. The product is [CH3:1][O:2][C:3]1[CH:4]=[C:5]2[C:10](=[CH:11][C:12]=1[O:13][CH3:14])[N:9]=[CH:8][CH:7]=[C:6]2[O:15][C:16]1[CH:22]=[CH:21][C:19]([NH:20][C:34]([NH:49][CH2:48][CH2:47][N:42]2[CH2:46][CH2:45][CH2:44][CH2:43]2)=[O:40])=[CH:18][CH:17]=1. The yield is 0.460. (5) The reactants are COC1C=CC(C[NH:8][C:9]2[C:18]3[C:13](=[CH:14][CH:15]=[CH:16][C:17]=3[CH3:19])[N:12]=[C:11]([CH3:20])[C:10]=2[C:21]([O:23]CC)=[O:22])=CC=1.[OH-].[Na+].O. The catalyst is C(O)(C(F)(F)F)=O.CCO. The product is [NH2:8][C:9]1[C:18]2[C:13](=[CH:14][CH:15]=[CH:16][C:17]=2[CH3:19])[N:12]=[C:11]([CH3:20])[C:10]=1[C:21]([OH:23])=[O:22]. The yield is 0.900.